This data is from Forward reaction prediction with 1.9M reactions from USPTO patents (1976-2016). The task is: Predict the product of the given reaction. Given the reactants [OH-].[Na+].Cl.[CH:4]([N:17]1[CH2:20][CH:19]([OH:21])[CH2:18]1)([C:11]1[CH:16]=[CH:15][CH:14]=[CH:13][CH:12]=1)[C:5]1[CH:10]=[CH:9][CH:8]=[CH:7][CH:6]=1, predict the reaction product. The product is: [CH:4]([N:17]1[CH2:20][CH:19]([OH:21])[CH2:18]1)([C:11]1[CH:16]=[CH:15][CH:14]=[CH:13][CH:12]=1)[C:5]1[CH:6]=[CH:7][CH:8]=[CH:9][CH:10]=1.